From a dataset of NCI-60 drug combinations with 297,098 pairs across 59 cell lines. Regression. Given two drug SMILES strings and cell line genomic features, predict the synergy score measuring deviation from expected non-interaction effect. (1) Drug 1: C1CCC(C1)C(CC#N)N2C=C(C=N2)C3=C4C=CNC4=NC=N3. Drug 2: CC12CCC3C(C1CCC2O)C(CC4=C3C=CC(=C4)O)CCCCCCCCCS(=O)CCCC(C(F)(F)F)(F)F. Cell line: CCRF-CEM. Synergy scores: CSS=-3.65, Synergy_ZIP=-1.52, Synergy_Bliss=-6.16, Synergy_Loewe=-7.94, Synergy_HSA=-7.62. (2) Drug 1: C#CCC(CC1=CN=C2C(=N1)C(=NC(=N2)N)N)C3=CC=C(C=C3)C(=O)NC(CCC(=O)O)C(=O)O. Drug 2: CN(CC1=CN=C2C(=N1)C(=NC(=N2)N)N)C3=CC=C(C=C3)C(=O)NC(CCC(=O)O)C(=O)O. Cell line: MDA-MB-231. Synergy scores: CSS=0.440, Synergy_ZIP=3.13, Synergy_Bliss=6.31, Synergy_Loewe=-2.22, Synergy_HSA=-1.26. (3) Drug 1: CC1C(C(CC(O1)OC2CC(OC(C2O)C)OC3=CC4=CC5=C(C(=O)C(C(C5)C(C(=O)C(C(C)O)O)OC)OC6CC(C(C(O6)C)O)OC7CC(C(C(O7)C)O)OC8CC(C(C(O8)C)O)(C)O)C(=C4C(=C3C)O)O)O)O. Drug 2: C(CC(=O)O)C(=O)CN.Cl. Cell line: BT-549. Synergy scores: CSS=31.0, Synergy_ZIP=-1.12, Synergy_Bliss=-0.755, Synergy_Loewe=-2.06, Synergy_HSA=-0.603.